This data is from Reaction yield outcomes from USPTO patents with 853,638 reactions. The task is: Predict the reaction yield, written as a fraction of the theoretical maximum amount of product (1.0 means a 100% yield; for example, 0.34 means a 34% yield). The product is [I:17][C:13]1[CH:12]=[C:11]([N:7]2[C:8]3[C:4](=[CH:3][C:2]([O:1][CH2:23][CH2:24][N:25]4[CH2:30][CH2:29][O:28][CH2:27][CH2:26]4)=[CH:10][CH:9]=3)[C:5]([C:18]([NH2:20])=[O:19])=[N:6]2)[CH:16]=[CH:15][CH:14]=1. The reactants are [OH:1][C:2]1[CH:3]=[C:4]2[C:8](=[CH:9][CH:10]=1)[N:7]([C:11]1[CH:16]=[CH:15][CH:14]=[C:13]([I:17])[CH:12]=1)[N:6]=[C:5]2[C:18]([NH2:20])=[O:19].Cl.Cl[CH2:23][CH2:24][N:25]1[CH2:30][CH2:29][O:28][CH2:27][CH2:26]1.C(=O)([O-])[O-].[K+].[K+]. The yield is 0.390. The catalyst is CC(C)=O.C(OCC)(=O)C.